This data is from Full USPTO retrosynthesis dataset with 1.9M reactions from patents (1976-2016). The task is: Predict the reactants needed to synthesize the given product. (1) Given the product [CH3:20][C:21]1[CH:25]=[C:24]([CH3:26])[N:23]([C:2]2[N:11]=[C:10]([NH:13][C:14]3[CH:19]=[CH:18][CH:17]=[CH:16][N:15]=3)[C:9]3[C:4](=[CH:5][CH:6]=[CH:7][CH:8]=3)[N:3]=2)[N:22]=1, predict the reactants needed to synthesize it. The reactants are: Cl[C:2]1[N:11]=[C:10](Cl)[C:9]2[C:4](=[CH:5][CH:6]=[CH:7][CH:8]=2)[N:3]=1.[NH2:13][C:14]1[CH:19]=[CH:18][CH:17]=[CH:16][N:15]=1.[CH3:20][C:21]1[CH:25]=[C:24]([CH3:26])[NH:23][N:22]=1. (2) The reactants are: O=C1C2C(=CC=CC=2)C(=O)[N:3]1[C@H:12]([C:33]1[CH:38]=[CH:37][CH:36]=[CH:35][CH:34]=1)[CH2:13][CH2:14][N:15]1[CH2:20][CH2:19][CH:18]([C:21]2[CH:22]=[C:23]([NH:27][C:28](=[O:32])[CH:29]([CH3:31])[CH3:30])[CH:24]=[CH:25][CH:26]=2)[CH2:17][CH2:16]1.NN. Given the product [NH2:3][C@H:12]([C:33]1[CH:34]=[CH:35][CH:36]=[CH:37][CH:38]=1)[CH2:13][CH2:14][N:15]1[CH2:20][CH2:19][CH:18]([C:21]2[CH:22]=[C:23]([NH:27][C:28](=[O:32])[CH:29]([CH3:31])[CH3:30])[CH:24]=[CH:25][CH:26]=2)[CH2:17][CH2:16]1, predict the reactants needed to synthesize it. (3) The reactants are: [CH3:1][O:2][C:3]1[CH:4]=[CH:5][C:6]([CH:20]2[CH2:29][CH2:28][C:27]3[C:22](=[CH:23][CH:24]=[C:25]([O:30][CH3:31])[CH:26]=3)[CH2:21]2)=[C:7]([CH2:9][NH:10][CH2:11][CH2:12][C:13]2[CH:18]=[CH:17][C:16]([OH:19])=[CH:15][CH:14]=2)[CH:8]=1.C(=O)([O-])[O-].[K+].[K+].Cl[CH2:39][CH2:40][N:41]1[CH2:47][CH2:46][CH2:45][CH2:44][CH2:43][CH2:42]1.O. Given the product [N:41]1([CH2:40][CH2:39][O:19][C:16]2[CH:17]=[CH:18][C:13]([CH2:12][CH2:11][NH:10][CH2:9][C:7]3[CH:8]=[C:3]([O:2][CH3:1])[CH:4]=[CH:5][C:6]=3[CH:20]3[CH2:29][CH2:28][C:27]4[C:22](=[CH:23][CH:24]=[C:25]([O:30][CH3:31])[CH:26]=4)[CH2:21]3)=[CH:14][CH:15]=2)[CH2:47][CH2:46][CH2:45][CH2:44][CH2:43][CH2:42]1, predict the reactants needed to synthesize it. (4) Given the product [CH:26]1([CH2:25][N:15]([C:16]2[CH:21]=[CH:20][C:19]([F:22])=[C:18]([F:23])[C:17]=2[F:24])[C:13](=[O:14])[NH:12][C:10]2[S:11][C:7]([S:6][CH2:5][C:4]([OH:32])=[O:3])=[CH:8][N:9]=2)[CH2:31][CH2:30][CH2:29][CH2:28][CH2:27]1, predict the reactants needed to synthesize it. The reactants are: C([O:3][C:4](=[O:32])[CH2:5][S:6][C:7]1[S:11][C:10]([NH:12][C:13]([N:15]([CH2:25][CH:26]2[CH2:31][CH2:30][CH2:29][CH2:28][CH2:27]2)[C:16]2[CH:21]=[CH:20][C:19]([F:22])=[C:18]([F:23])[C:17]=2[F:24])=[O:14])=[N:9][CH:8]=1)C.C1(CN(C2C=CC(S(C)(=O)=O)=CC=2)C(=O)NC2SC=C(CC(O)=O)N=2)CCCC1.CN(CC1CCCCC1)C1C=CC(F)=C(F)C=1F.C(OC(=O)CSC1SC(N)=NC=1)C. (5) The reactants are: Cl[C:2]1[C:6]2[CH:7]=[CH:8][CH:9]=[CH:10][C:5]=2[S:4][N:3]=1.O.[CH2:12]([NH2:15])[CH2:13][NH2:14]. Given the product [S:4]1[C:5]2[CH:10]=[CH:9][CH:8]=[CH:7][C:6]=2[C:2]([NH:14][CH2:13][CH2:12][NH2:15])=[N:3]1, predict the reactants needed to synthesize it.